This data is from Full USPTO retrosynthesis dataset with 1.9M reactions from patents (1976-2016). The task is: Predict the reactants needed to synthesize the given product. (1) Given the product [OH:19][C@@H:17]([CH3:18])[CH2:16][C:10]1[CH:11]=[C:12]([CH3:15])[CH:13]=[CH:14][C:9]=1[OH:8], predict the reactants needed to synthesize it. The reactants are: C([O:8][C:9]1[CH:14]=[CH:13][C:12]([CH3:15])=[CH:11][C:10]=1[CH2:16][C@@H:17]([OH:19])[CH3:18])C1C=CC=CC=1. (2) Given the product [Br:27][C:5]1[CH:4]=[N:3][N:2]([CH3:1])[C:6]=1[CH:7]1[CH2:12][CH2:11][CH2:10][N:9]([C:13]([O:15][C:16]([CH3:19])([CH3:18])[CH3:17])=[O:14])[CH2:8]1, predict the reactants needed to synthesize it. The reactants are: [CH3:1][N:2]1[C:6]([CH:7]2[CH2:12][CH2:11][CH2:10][N:9]([C:13]([O:15][C:16]([CH3:19])([CH3:18])[CH3:17])=[O:14])[CH2:8]2)=[CH:5][CH:4]=[N:3]1.C1C(=O)N([Br:27])C(=O)C1. (3) Given the product [CH:1]1([N:4]2[CH2:9][CH2:8][N:7]([C:10]3[O:11][C:12]4[CH:18]=[CH:17][CH:16]=[CH:15][C:13]=4[N:14]=3)[CH2:6][CH2:5]2)[CH2:3][CH2:2]1, predict the reactants needed to synthesize it. The reactants are: [CH:1]1([N:4]2[CH2:9][CH2:8][N:7]([C:10]3[O:11][C:12]4[CH:18]=[CH:17][C:16](C#N)=[CH:15][C:13]=4[N:14]=3)[CH2:6][CH2:5]2)[CH2:3][CH2:2]1.[NH4+].[OH-]. (4) Given the product [Br:12][C:6]1[CH:5]=[C:4]([F:13])[CH:3]=[CH:8][C:7]=1[NH:9][O:10][CH3:14], predict the reactants needed to synthesize it. The reactants are: CO[C:3]1[CH:8]=[C:7]([N+:9]([O-])=[O:10])[C:6]([Br:12])=[CH:5][C:4]=1[F:13].[C:14](O)(=O)C.C(O)C.C(=O)([O-])[O-].[K+].[K+].